Dataset: Catalyst prediction with 721,799 reactions and 888 catalyst types from USPTO. Task: Predict which catalyst facilitates the given reaction. Reactant: S(O)(O)(=O)=O.[NH2:6][C:7]1[N:12]=[C:11]([NH2:13])[C:10]([NH2:14])=[C:9]([NH2:15])[N:8]=1.C(=O)(O)[O-].[Na+].C(=O)=O.[OH:24][C:25]1[CH:26]=[C:27]([C:31]([C:33]([C:35]2[CH:40]=[CH:39][CH:38]=[C:37]([OH:41])[CH:36]=2)=O)=O)[CH:28]=[CH:29][CH:30]=1. Product: [OH:24][C:25]1[CH:26]=[C:27]([C:31]2[N:14]=[C:10]3[C:11](=[N:13][C:33]=2[C:35]2[CH:40]=[CH:39][CH:38]=[C:37]([OH:41])[CH:36]=2)[N:12]=[C:7]([NH2:6])[N:8]=[C:9]3[NH2:15])[CH:28]=[CH:29][CH:30]=1. The catalyst class is: 6.